This data is from Catalyst prediction with 721,799 reactions and 888 catalyst types from USPTO. The task is: Predict which catalyst facilitates the given reaction. (1) Reactant: [CH2:1]([O:8][C:9]([N:11]1[C:20]2[C:15](=[CH:16][CH:17]=[CH:18][CH:19]=2)[C:14](=[O:21])[CH2:13][CH2:12]1)=[O:10])[C:2]1[CH:7]=[CH:6][CH:5]=[CH:4][CH:3]=1.CO. Product: [CH2:1]([O:8][C:9]([N:11]1[C:20]2[C:15](=[CH:16][CH:17]=[CH:18][CH:19]=2)[C@@H:14]([OH:21])[CH2:13][CH2:12]1)=[O:10])[C:2]1[CH:7]=[CH:6][CH:5]=[CH:4][CH:3]=1. The catalyst class is: 4. (2) Reactant: BrC1C=C2C(C3CC(C(OCC)=O)CCC=3N2)=CC=1.[Br:20][C:21]1[CH:33]=[CH:32][CH:31]=[C:30]2[C:22]=1[C:23]1[CH2:24][CH:25]([C:34]([O:36][CH2:37][CH3:38])=[O:35])[CH2:26][CH2:27][C:28]=1[NH:29]2.C(C1C(=O)C(Cl)=C(Cl)C(=O)C=1C#N)#N. Product: [Br:20][C:21]1[CH:33]=[CH:32][CH:31]=[C:30]2[C:22]=1[C:23]1[CH:24]=[C:25]([C:34]([O:36][CH2:37][CH3:38])=[O:35])[CH:26]=[CH:27][C:28]=1[NH:29]2. The catalyst class is: 11. (3) Reactant: [CH:1]([C:3]1[C:11]2[C:6](=[CH:7][C:8]([C:12]([O:14][CH2:15][CH3:16])=[O:13])=[CH:9][CH:10]=2)[NH:5][C:4]=1[CH:17]([CH3:19])[CH3:18])=[O:2].C([O-])([O-])=O.[K+].[K+].[CH2:26](Br)[C:27]1[CH:32]=[CH:31][CH:30]=[CH:29][CH:28]=1. Product: [CH2:26]([N:5]1[C:6]2[C:11](=[CH:10][CH:9]=[C:8]([C:12]([O:14][CH2:15][CH3:16])=[O:13])[CH:7]=2)[C:3]([CH:1]=[O:2])=[C:4]1[CH:17]([CH3:18])[CH3:19])[C:27]1[CH:32]=[CH:31][CH:30]=[CH:29][CH:28]=1. The catalyst class is: 31. (4) Reactant: [NH:1]1[C:9]2[C:4](=[CH:5][CH:6]=[CH:7][CH:8]=2)[C:3](/[CH:10]=[CH:11]/[C:12]([NH:14][C@@H:15]([C:17]2[CH:22]=[CH:21][C:20]([O:23][CH2:24][C:25]([F:28])([F:27])[F:26])=[CH:19][N:18]=2)[CH3:16])=[O:13])=[CH:2]1.[CH2:29]([Zn])C.ICI.Cl.N. Product: [NH:1]1[C:9]2[C:4](=[CH:5][CH:6]=[CH:7][CH:8]=2)[C:3]([C@@H:10]2[CH2:29][C@H:11]2[C:12]([NH:14][C@@H:15]([C:17]2[CH:22]=[CH:21][C:20]([O:23][CH2:24][C:25]([F:26])([F:28])[F:27])=[CH:19][N:18]=2)[CH3:16])=[O:13])=[CH:2]1. The catalyst class is: 4. (5) Reactant: [C:1]([O:4][CH2:5][C:6]1[O:10][C:9]([CH:11]=O)=[CH:8][CH:7]=1)(=[O:3])[CH3:2].[NH:13]1[CH2:18][CH2:17][O:16][CH2:15][CH2:14]1.C(O[BH-](OC(=O)C)OC(=O)C)(=O)C.[Na+]. Product: [N:13]1([CH2:11][C:9]2[O:10][C:6]([CH2:5][O:4][C:1](=[O:3])[CH3:2])=[CH:7][CH:8]=2)[CH2:18][CH2:17][O:16][CH2:15][CH2:14]1. The catalyst class is: 417. (6) Product: [CH2:1]([N:3]1[C:12]2[C:7](=[CH:8][CH:9]=[C:10]([OH:13])[CH:11]=2)[C:6]([CH3:15])=[CH:5][C:4]1([CH3:16])[CH3:17])[CH3:2]. Reactant: [CH2:1]([N:3]1[C:12]2[C:7](=[CH:8][CH:9]=[C:10]([O:13]C)[CH:11]=2)[C:6]([CH3:15])=[CH:5][C:4]1([CH3:17])[CH3:16])[CH3:2].Br.[OH-].[Na+]. The catalyst class is: 15. (7) Product: [NH:17]([C:18]([O:20][C:21]([CH3:24])([CH3:23])[CH3:22])=[O:19])[C@H:13]([C:14]([OH:16])=[O:15])[CH2:12][CH2:11][CH2:10][CH2:9][NH:8][C:6]([O:5][C:2]([CH3:4])([CH3:3])[CH3:1])=[O:7].[N:17]1[C:13]2[C:14](=[CH:9][CH:10]=[CH:11][CH:12]=2)[C:28]([CH2:30][NH:49][CH2:44][CH2:45][CH2:46][CH2:47][CH2:48][CH3:43])=[CH:29][CH:18]=1. The catalyst class is: 794. Reactant: [CH3:1][C:2]([O:5][C:6]([NH:8][CH2:9][CH2:10][CH2:11][CH2:12][C@H:13]([NH:17][C:18]([O:20][C:21]([CH3:24])([CH3:23])[CH3:22])=[O:19])[C:14]([OH:16])=[O:15])=[O:7])([CH3:4])[CH3:3].CCN(C(C)C)[CH:28]([CH3:30])[CH3:29].CN(C(ON1N=[N:49][C:44]2[CH:45]=[CH:46][CH:47]=[CH:48][C:43]1=2)=[N+](C)C)C.F[P-](F)(F)(F)(F)F. (8) Reactant: [OH:1][C:2]1[C:3]([C:8]([OH:10])=[O:9])=[N:4][CH:5]=[CH:6][CH:7]=1.[CH2:11](O)[CH3:12].S(=O)(=O)(O)O. Product: [OH:1][C:2]1[C:3]([C:8]([O:10][CH2:11][CH3:12])=[O:9])=[N:4][CH:5]=[CH:6][CH:7]=1. The catalyst class is: 11. (9) Reactant: Br[C:2]1[S:10][C:9]2[C:8](=[O:11])[NH:7][C:6]([CH3:13])([CH3:12])[NH:5][C:4]=2[CH:3]=1.CC1(C)C(C)(C)OB([C:22]2[CH:27]=[CH:26][N:25]=[C:24]([NH2:28])[CH:23]=2)O1.C(=O)([O-])[O-].[Na+].[Na+]. Product: [NH2:28][C:24]1[CH:23]=[C:22]([C:2]2[S:10][C:9]3[C:8](=[O:11])[NH:7][C:6]([CH3:13])([CH3:12])[NH:5][C:4]=3[CH:3]=2)[CH:27]=[CH:26][N:25]=1. The catalyst class is: 12. (10) Reactant: [F:1][CH:2]([F:14])[O:3][C:4]1[CH:8]=[C:7]([C:9]([O:11][CH3:12])=[O:10])[N:6]([CH3:13])[N:5]=1.[Br:15]Br.O.S(=O)(O)[O-].[Na+]. Product: [Br:15][C:8]1[C:4]([O:3][CH:2]([F:1])[F:14])=[N:5][N:6]([CH3:13])[C:7]=1[C:9]([O:11][CH3:12])=[O:10]. The catalyst class is: 22.